Binary Classification. Given a drug SMILES string, predict its activity (active/inactive) in a high-throughput screening assay against a specified biological target. From a dataset of Cav3 T-type calcium channel HTS with 100,875 compounds. The molecule is OC1(C(C(C(C(=O)C1)C(OCC)=O)c1c(OC)cccc1)C(OCC)=O)C. The result is 0 (inactive).